This data is from Catalyst prediction with 721,799 reactions and 888 catalyst types from USPTO. The task is: Predict which catalyst facilitates the given reaction. (1) Reactant: [OH-].[Na+].CN(C)[CH:5]=[CH:6][C:7]([C:9]1[S:13][C:12]([N:14]=CN(C)C)=[N:11][C:10]=1[CH3:19])=O.Cl.[CH3:22][C:23]1([C:26]([NH2:28])=[NH:27])[CH2:25][CH2:24]1.O. Product: [CH3:19][C:10]1[N:11]=[C:12]([NH2:14])[S:13][C:9]=1[C:7]1[CH:6]=[CH:5][N:28]=[C:26]([C:23]2([CH3:22])[CH2:25][CH2:24]2)[N:27]=1. The catalyst class is: 141. (2) Reactant: Cl[CH2:2][C:3]([N:5]1[C:14]2[C:9](=[CH:10][CH:11]=[CH:12][CH:13]=2)[CH2:8][CH2:7][CH2:6]1)=[O:4].[Cl-].[Al+3].[Cl-].[Cl-].C1(C)C=CC=CC=1. Product: [CH2:2]1[C:13]2=[C:14]3[C:9](=[CH:10][CH:11]=[CH:12]2)[CH2:8][CH2:7][CH2:6][N:5]3[C:3]1=[O:4]. The catalyst class is: 6. (3) Reactant: [CH3:1][C:2]1([CH3:14])[O:6][B:5]([C:7]2[CH:8]=[N:9][NH:10][CH:11]=2)[O:4][C:3]1([CH3:13])[CH3:12].C(N(CC)CC)C.[CH2:22]([S:24](Cl)(=[O:26])=[O:25])[CH3:23]. Product: [CH2:22]([S:24]([N:9]1[CH:8]=[C:7]([B:5]2[O:6][C:2]([CH3:14])([CH3:1])[C:3]([CH3:13])([CH3:12])[O:4]2)[CH:11]=[N:10]1)(=[O:26])=[O:25])[CH3:23]. The catalyst class is: 4. (4) Reactant: [C:1]1([CH:7]([C:29]2[CH:34]=[CH:33][CH:32]=[CH:31][CH:30]=2)[N:8]2[C:16]3[C:11](=[CH:12][CH:13]=[CH:14][CH:15]=3)[C:10]([OH:27])([C:17]3[C:25]([OH:26])=[CH:24][C:20]4[O:21][CH2:22][O:23][C:19]=4[CH:18]=3)[C:9]2=[O:28])[CH:6]=[CH:5][CH:4]=[CH:3][CH:2]=1.[CH2:35](Br)[C:36]1[CH:41]=[CH:40][CH:39]=[CH:38][CH:37]=1.C(=O)([O-])[O-].[K+].[K+]. Product: [CH2:35]([O:26][C:25]1[C:17]([C:10]2([OH:27])[C:11]3[C:16](=[CH:15][CH:14]=[CH:13][CH:12]=3)[N:8]([CH:7]([C:1]3[CH:2]=[CH:3][CH:4]=[CH:5][CH:6]=3)[C:29]3[CH:30]=[CH:31][CH:32]=[CH:33][CH:34]=3)[C:9]2=[O:28])=[CH:18][C:19]2[O:23][CH2:22][O:21][C:20]=2[CH:24]=1)[C:36]1[CH:41]=[CH:40][CH:39]=[CH:38][CH:37]=1. The catalyst class is: 9. (5) Reactant: [CH:1]([C:4]1[CH:9]=[CH:8][CH:7]=[CH:6][C:5]=1[OH:10])([CH3:3])[CH3:2].[I-:11].[Na+].[OH-].[Na+].[O-]Cl.[Na+].[O-]S([O-])(=S)=O.[Na+].[Na+].Cl. Product: [I:11][C:8]1[CH:7]=[CH:6][C:5]([OH:10])=[C:4]([CH:1]([CH3:3])[CH3:2])[CH:9]=1. The catalyst class is: 5. (6) Product: [C:9]([Si:6]([CH3:8])([CH3:7])[O:13][CH:14]1[CH2:19][CH2:18][C:17](=[CH2:1])[CH2:16][CH2:15]1)([CH3:12])([CH3:11])[CH3:10]. Reactant: [CH2:1]([Li])CCC.[Si:6]([O:13][CH:14]1[CH2:19][CH2:18][C:17](=O)[CH2:16][CH2:15]1)([C:9]([CH3:12])([CH3:11])[CH3:10])([CH3:8])[CH3:7]. The catalyst class is: 597. (7) Reactant: O.[OH-].[Li+].[CH2:4]([O:8][CH2:9][C@@H:10]([C:37]([O:39]C)=[O:38])[NH:11][C:12]([C:14]1[C:23]([NH:24][C:25]([NH:27][C:28]2[C:33]([CH3:34])=[CH:32][C:31]([CH3:35])=[CH:30][C:29]=2[CH3:36])=[O:26])=[CH:22][C:21]2[C:16](=[CH:17][CH:18]=[CH:19][CH:20]=2)[CH:15]=1)=[O:13])[CH2:5][CH2:6][CH3:7].O.Cl. Product: [CH2:4]([O:8][CH2:9][C@@H:10]([C:37]([OH:39])=[O:38])[NH:11][C:12]([C:14]1[C:23]([NH:24][C:25]([NH:27][C:28]2[C:29]([CH3:36])=[CH:30][C:31]([CH3:35])=[CH:32][C:33]=2[CH3:34])=[O:26])=[CH:22][C:21]2[C:16](=[CH:17][CH:18]=[CH:19][CH:20]=2)[CH:15]=1)=[O:13])[CH2:5][CH2:6][CH3:7]. The catalyst class is: 12. (8) Reactant: [OH:1][C:2]1[CH:7]=[CH:6][C:5]([C@H:8]2[C@H:13]([O:14][Si:15]([CH:22]([CH3:24])[CH3:23])([CH:19]([CH3:21])[CH3:20])[CH:16]([CH3:18])[CH3:17])[CH2:12][N:11]([C:25]([O:27][CH2:28][C:29]3[CH:34]=[CH:33][CH:32]=[CH:31][CH:30]=3)=[O:26])[CH2:10][C@@H:9]2[O:35][CH2:36][C:37]2[CH:38]=[CH:39][C:40]3[O:45][CH2:44][CH2:43][N:42]([CH2:46][CH2:47][CH2:48][O:49][CH3:50])[C:41]=3[CH:51]=2)=[CH:4][CH:3]=1.[CH2:52]([C:54]1[CH:59]=[CH:58][C:57](B(O)O)=[CH:56][CH:55]=1)[CH3:53].C(N(CC)CC)C. Product: [CH2:52]([C:54]1[CH:59]=[CH:58][C:57]([O:1][C:2]2[CH:3]=[CH:4][C:5]([C@H:8]3[C@H:13]([O:14][Si:15]([CH:16]([CH3:18])[CH3:17])([CH:22]([CH3:24])[CH3:23])[CH:19]([CH3:21])[CH3:20])[CH2:12][N:11]([C:25]([O:27][CH2:28][C:29]4[CH:34]=[CH:33][CH:32]=[CH:31][CH:30]=4)=[O:26])[CH2:10][C@@H:9]3[O:35][CH2:36][C:37]3[CH:38]=[CH:39][C:40]4[O:45][CH2:44][CH2:43][N:42]([CH2:46][CH2:47][CH2:48][O:49][CH3:50])[C:41]=4[CH:51]=3)=[CH:6][CH:7]=2)=[CH:56][CH:55]=1)[CH3:53]. The catalyst class is: 221. (9) Reactant: Br[C:2]1[C:10]2[O:9][C:8]([C:11]3[CH:16]=[CH:15][C:14]([O:17]C)=[C:13]([F:19])[CH:12]=3)=[N:7][C:6]=2[CH:5]=[C:4]([O:20]C)[CH:3]=1.[CH2:22]([Sn](CCCC)(CCCC)CCCC)[CH:23]=[CH2:24]. Product: [CH2:24]([C:2]1[C:10]2[O:9][C:8]([C:11]3[CH:16]=[CH:15][C:14]([OH:17])=[C:13]([F:19])[CH:12]=3)=[N:7][C:6]=2[CH:5]=[C:4]([OH:20])[CH:3]=1)[CH:23]=[CH2:22]. The catalyst class is: 608.